Dataset: Catalyst prediction with 721,799 reactions and 888 catalyst types from USPTO. Task: Predict which catalyst facilitates the given reaction. Reactant: C(OC([C:6]1[C:7]([CH2:17][CH3:18])=[N:8][N:9]2[CH:14]=[CH:13][CH:12]=[C:11]([CH2:15][OH:16])[C:10]=12)=O)C.[OH-].[Na+]. Product: [CH2:17]([C:7]1[CH:6]=[C:10]2[C:11]([CH2:15][OH:16])=[CH:12][CH:13]=[CH:14][N:9]2[N:8]=1)[CH3:18]. The catalyst class is: 65.